From a dataset of Peptide-MHC class I binding affinity with 185,985 pairs from IEDB/IMGT. Regression. Given a peptide amino acid sequence and an MHC pseudo amino acid sequence, predict their binding affinity value. This is MHC class I binding data. (1) The peptide sequence is MMILPAALAF. The MHC is HLA-B35:01 with pseudo-sequence HLA-B35:01. The binding affinity (normalized) is 0.325. (2) The peptide sequence is IQTHCEVGY. The MHC is HLA-B08:01 with pseudo-sequence HLA-B08:01. The binding affinity (normalized) is 0.0847. (3) The peptide sequence is IQKNPDGSW. The MHC is HLA-A02:06 with pseudo-sequence HLA-A02:06. The binding affinity (normalized) is 0.0847. (4) The peptide sequence is ALISSEATTPV. The MHC is Patr-A0901 with pseudo-sequence Patr-A0901. The binding affinity (normalized) is 0.601. (5) The peptide sequence is AQRELFFTL. The MHC is HLA-B15:01 with pseudo-sequence HLA-B15:01. The binding affinity (normalized) is 0.563. (6) The peptide sequence is ADLRFASEF. The MHC is HLA-A26:01 with pseudo-sequence HLA-A26:01. The binding affinity (normalized) is 0.0847. (7) The peptide sequence is TILIRTGLLV. The MHC is HLA-A02:06 with pseudo-sequence HLA-A02:06. The binding affinity (normalized) is 0.573.